Dataset: Reaction yield outcomes from USPTO patents with 853,638 reactions. Task: Predict the reaction yield, written as a fraction of the theoretical maximum amount of product (1.0 means a 100% yield; for example, 0.34 means a 34% yield). (1) The reactants are [C:1]([C:5]1[CH:10]=[CH:9][C:8]([S:11]([CH:14]2[CH2:19][CH2:18][NH:17][CH2:16][CH2:15]2)(=[O:13])=[O:12])=[CH:7][CH:6]=1)([CH3:4])([CH3:3])[CH3:2].Cl[C:21]1[C:30]2[C:25](=[CH:26][CH:27]=[CH:28][CH:29]=2)[CH:24]=[CH:23][N:22]=1.CCN(C(C)C)C(C)C. The catalyst is O1CCOCC1. The product is [C:1]([C:5]1[CH:6]=[CH:7][C:8]([S:11]([CH:14]2[CH2:15][CH2:16][N:17]([C:21]3[C:30]4[C:25](=[CH:26][CH:27]=[CH:28][CH:29]=4)[CH:24]=[CH:23][N:22]=3)[CH2:18][CH2:19]2)(=[O:13])=[O:12])=[CH:9][CH:10]=1)([CH3:4])([CH3:2])[CH3:3]. The yield is 0.180. (2) The reactants are [F:1][C:2]1[C:7]2[N:8]=[C:9]([C:11]3[CH:12]=[C:13]([C:19]4[C:20]([N:39]([CH3:44])[S:40]([CH3:43])(=[O:42])=[O:41])=[CH:21][C:22]5[O:26][C:25]([C:27]6[CH:32]=[CH:31][C:30]([F:33])=[CH:29][CH:28]=6)=[C:24]([C:34]([NH:36][CH3:37])=[O:35])[C:23]=5[CH:38]=4)[CH:14]=[C:15]([CH:17]=[O:18])[CH:16]=3)[O:10][C:6]=2[CH:5]=[CH:4][CH:3]=1.[CH3:45][Mg]Br. The catalyst is C1COCC1. The product is [F:1][C:2]1[C:7]2[N:8]=[C:9]([C:11]3[CH:12]=[C:13]([C:19]4[C:20]([N:39]([CH3:44])[S:40]([CH3:43])(=[O:42])=[O:41])=[CH:21][C:22]5[O:26][C:25]([C:27]6[CH:32]=[CH:31][C:30]([F:33])=[CH:29][CH:28]=6)=[C:24]([C:34]([NH:36][CH3:37])=[O:35])[C:23]=5[CH:38]=4)[CH:14]=[C:15]([CH:17]([OH:18])[CH3:45])[CH:16]=3)[O:10][C:6]=2[CH:5]=[CH:4][CH:3]=1. The yield is 0.700. (3) The reactants are [N:1]1([CH2:7][C@H:8]([OH:11])[CH2:9][OH:10])[CH2:6][CH2:5][O:4][CH2:3][CH2:2]1.[S:12](Cl)([Cl:14])=[O:13]. The catalyst is C(Cl)Cl. The product is [ClH:14].[O:13]=[S:12]1[O:11][C@@H:8]([CH2:7][N:1]2[CH2:6][CH2:5][O:4][CH2:3][CH2:2]2)[CH2:9][O:10]1. The yield is 1.03. (4) The reactants are [CH3:1][C:2]1[N:7]=[C:6]2[S:8][C:9]3[CH2:13][CH2:12][CH2:11][C:10]=3[C:5]2=[C:4]([C:14]2[CH:19]=[CH:18][C:17]([CH2:20][CH3:21])=[CH:16][CH:15]=2)[C:3]=1[CH2:22][C:23]([O:25][CH3:26])=[O:24].[Li+].C[Si]([N-][Si](C)(C)C)(C)C.[CH2:37]1[CH2:41]OC[CH2:38]1.ICCC. The catalyst is CN(C=O)C. The product is [CH3:1][C:2]1[N:7]=[C:6]2[S:8][C:9]3[CH2:13][CH2:12][CH2:11][C:10]=3[C:5]2=[C:4]([C:14]2[CH:19]=[CH:18][C:17]([CH2:20][CH3:21])=[CH:16][CH:15]=2)[C:3]=1[CH:22]([CH2:38][CH2:37][CH3:41])[C:23]([O:25][CH3:26])=[O:24]. The yield is 0.610.